From a dataset of Reaction yield outcomes from USPTO patents with 853,638 reactions. Predict the reaction yield, written as a fraction of the theoretical maximum amount of product (1.0 means a 100% yield; for example, 0.34 means a 34% yield). (1) The reactants are [NH:1]([C:3]1[N:4]=[N:5][C:6]2[CH:12]=[C:11]([O:13][CH3:14])[CH:10]=[CH:9][C:7]=2[N:8]=1)[NH2:2].[CH2:15](OC(OCC)(OCC)C)[CH3:16]. The catalyst is C(O)C. The product is [CH3:14][O:13][C:11]1[CH:10]=[CH:9][C:7]2[N:8]3[C:15]([CH3:16])=[N:2][N:1]=[C:3]3[N:4]=[N:5][C:6]=2[CH:12]=1. The yield is 0.880. (2) The reactants are C([O:3][C:4]([CH:6]1[CH2:11][N:10]([C:12]([N:14]2[CH2:19][CH2:18][O:17][CH2:16][CH2:15]2)=[O:13])[CH2:9][CH2:8][N:7]1[S:20]([C:23]1[CH:28]=[CH:27][C:26]([O:29][CH2:30][C:31]#[C:32][CH3:33])=[CH:25][CH:24]=1)(=[O:22])=[O:21])=[O:5])C.O.[OH-].[Li+]. The catalyst is C1COCC1.CO.O. The product is [CH2:30]([O:29][C:26]1[CH:25]=[CH:24][C:23]([S:20]([N:7]2[CH2:8][CH2:9][N:10]([C:12]([N:14]3[CH2:19][CH2:18][O:17][CH2:16][CH2:15]3)=[O:13])[CH2:11][CH:6]2[C:4]([OH:5])=[O:3])(=[O:22])=[O:21])=[CH:28][CH:27]=1)[C:31]#[C:32][CH3:33]. The yield is 0.530. (3) The reactants are [OH:1][CH:2]([CH:43]([CH3:45])[CH3:44])[CH2:3][O:4][C@H:5]1[CH2:10][CH2:9][C@H:8]([N:11]2[C:16](=[O:17])[C:15]([CH2:18][C:19]3[CH:24]=[CH:23][C:22]([C:25]4[CH:30]=[CH:29][CH:28]=[CH:27][C:26]=4[C:31]4[NH:35][C:34](=[O:36])[O:33][N:32]=4)=[CH:21][CH:20]=3)=[C:14]([CH2:37][CH2:38][CH3:39])[N:13]3[N:40]=[CH:41][CH:42]=[C:12]23)[CH2:7][CH2:6]1.CC(OI1(OC(C)=O)(OC(C)=O)OC(=O)C2C1=CC=CC=2)=O.C(OCC)(=O)C.S([O-])([O-])(=O)=S.[Na+].[Na+]. The catalyst is C(Cl)Cl.O. The product is [CH3:45][CH:43]([CH3:44])[C:2](=[O:1])[CH2:3][O:4][C@H:5]1[CH2:10][CH2:9][C@H:8]([N:11]2[C:16](=[O:17])[C:15]([CH2:18][C:19]3[CH:20]=[CH:21][C:22]([C:25]4[CH:30]=[CH:29][CH:28]=[CH:27][C:26]=4[C:31]4[NH:35][C:34](=[O:36])[O:33][N:32]=4)=[CH:23][CH:24]=3)=[C:14]([CH2:37][CH2:38][CH3:39])[N:13]3[N:40]=[CH:41][CH:42]=[C:12]23)[CH2:7][CH2:6]1. The yield is 0.250. (4) The reactants are [C:1]([C:3]1[CH:8]=[CH:7][C:6]([C:9]2[CH:10]=[C:11]3[N:24]([CH2:25][CH:26]4[CH2:31][CH2:30][N:29](C(OC(C)(C)C)=O)[CH2:28][CH2:27]4)[N:23]=[CH:22][C:12]3=[N:13][C:14]=2[C:15]2[CH:20]=[CH:19][C:18]([CH3:21])=[CH:17][CH:16]=2)=[CH:5][CH:4]=1)#[N:2].Cl. The catalyst is O1CCOCC1. The product is [CH3:21][C:18]1[CH:17]=[CH:16][C:15]([C:14]2[N:13]=[C:12]3[CH:22]=[N:23][N:24]([CH2:25][CH:26]4[CH2:27][CH2:28][NH:29][CH2:30][CH2:31]4)[C:11]3=[CH:10][C:9]=2[C:6]2[CH:5]=[CH:4][C:3]([C:1]#[N:2])=[CH:8][CH:7]=2)=[CH:20][CH:19]=1. The yield is 0.410. (5) The reactants are [CH3:1][C:2]1[C:10]2[C:9](=[O:11])[NH:8][CH:7]=[N:6][C:5]=2[S:4][C:3]=1[C:12]([OH:14])=O.S(Cl)(Cl)=O.[NH:19]1[CH2:23][CH2:22][CH2:21][CH2:20]1. The catalyst is CN(C=O)C. The product is [CH3:1][C:2]1[C:10]2[C:9](=[O:11])[NH:8][CH:7]=[N:6][C:5]=2[S:4][C:3]=1[C:12]([N:19]1[CH2:23][CH2:22][CH2:21][CH2:20]1)=[O:14]. The yield is 0.650. (6) The reactants are Cl[C:2]1[C:7]([NH2:8])=[CH:6][C:5]([C:9]2[CH:14]=[CH:13][N:12]=[CH:11][N:10]=2)=[C:4]([C:15]2[O:16][CH:17]=[CH:18][CH:19]=2)[N:3]=1.[NH3:20]. The catalyst is [Cu]Cl. The product is [O:16]1[CH:17]=[CH:18][CH:19]=[C:15]1[C:4]1[N:3]=[C:2]([NH2:20])[C:7]([NH2:8])=[CH:6][C:5]=1[C:9]1[CH:14]=[CH:13][N:12]=[CH:11][N:10]=1. The yield is 0.210.